Dataset: Full USPTO retrosynthesis dataset with 1.9M reactions from patents (1976-2016). Task: Predict the reactants needed to synthesize the given product. (1) Given the product [Cl:1][C:2]1[CH:3]=[CH:4][C:5]([CH2:8][O:9][C:10]2[CH:15]=[CH:14][N:13]([C:18]3[CH:23]=[N:22][C:21]([N:24]4[CH2:28][CH2:27][CH:26]([N:29]([CH3:31])[CH3:30])[CH2:25]4)=[CH:20][CH:19]=3)[C:12](=[O:16])[CH:11]=2)=[N:6][CH:7]=1, predict the reactants needed to synthesize it. The reactants are: [Cl:1][C:2]1[CH:3]=[CH:4][C:5]([CH2:8][O:9][C:10]2[CH:15]=[CH:14][NH:13][C:12](=[O:16])[CH:11]=2)=[N:6][CH:7]=1.Br[C:18]1[CH:19]=[CH:20][C:21]([N:24]2[CH2:28][CH2:27][CH:26]([N:29]([CH3:31])[CH3:30])[CH2:25]2)=[N:22][CH:23]=1.[C@@H]1(N)CCCC[C@H]1N.C([O-])([O-])=O.[K+].[K+]. (2) Given the product [CH2:1]([C@@H:8]1[CH2:13][N:12]([CH2:14][C:15]2[CH:20]=[CH:19][CH:18]=[CH:17][CH:16]=2)[CH2:11][CH2:10][N:9]1[S:21]([C:24]1[N:41]=[N:40][N:39]([C:33]2[CH:38]=[CH:37][CH:36]=[CH:35][CH:34]=2)[C:25]=1[C:27]1[CH:32]=[CH:31][CH:30]=[CH:29][CH:28]=1)(=[O:23])=[O:22])[C:2]1[CH:7]=[CH:6][CH:5]=[CH:4][CH:3]=1, predict the reactants needed to synthesize it. The reactants are: [CH2:1]([C@@H:8]1[CH2:13][N:12]([CH2:14][C:15]2[CH:20]=[CH:19][CH:18]=[CH:17][CH:16]=2)[CH2:11][CH2:10][N:9]1[S:21]([CH2:24][C:25]([C:27]1[CH:32]=[CH:31][CH:30]=[CH:29][CH:28]=1)=O)(=[O:23])=[O:22])[C:2]1[CH:7]=[CH:6][CH:5]=[CH:4][CH:3]=1.[C:33]1([N:39]=[N+:40]=[N-:41])[CH:38]=[CH:37][CH:36]=[CH:35][CH:34]=1.CO.C[O-].[Na+]. (3) Given the product [Cl:20][C:21]1[C:26]([Cl:27])=[CH:25][CH:24]=[CH:23][C:22]=1[N:28]1[CH2:33][CH2:32][N:31]([CH2:2][CH2:3][CH2:4][CH2:5][O:6][C:7]2[CH:8]=[CH:9][C:10]3[CH2:16][CH2:15][CH2:14][C:13](=[O:17])[NH:12][C:11]=3[CH:18]=2)[CH2:30][CH2:29]1, predict the reactants needed to synthesize it. The reactants are: Cl[CH2:2][CH2:3][CH2:4][CH2:5][O:6][C:7]1[CH:8]=[CH:9][C:10]2[CH2:16][CH2:15][CH2:14][C:13](=[O:17])[NH:12][C:11]=2[CH:18]=1.Cl.[Cl:20][C:21]1[C:26]([Cl:27])=[CH:25][CH:24]=[CH:23][C:22]=1[N:28]1[CH2:33][CH2:32][NH:31][CH2:30][CH2:29]1.[I-].[Na+].C(=O)([O-])[O-].[K+].[K+]. (4) Given the product [CH3:12][O:13][C:14]1[CH:21]=[CH:20][C:17]([CH:18]=[C:25]2[CH2:26][CH2:27][CH2:28][C:23]2=[O:9])=[CH:16][CH:15]=1, predict the reactants needed to synthesize it. The reactants are: C1(N2CC[O:9]CC2)CCCC=1.[CH3:12][O:13][C:14]1[CH:21]=[CH:20][C:17]([CH:18]=O)=[CH:16][CH:15]=1.Cl.[CH:23]1[CH:28]=[CH:27][CH:26]=[CH:25]C=1. (5) Given the product [Cl:6][C:7]1[CH:12]=[CH:11][C:10]([O:13][CH2:14][CH3:15])=[CH:9][C:8]=1[B:17]([OH:22])[OH:18], predict the reactants needed to synthesize it. The reactants are: C([Li])CCC.[Cl:6][C:7]1[CH:12]=[CH:11][C:10]([O:13][CH2:14][CH3:15])=[CH:9][C:8]=1I.[B:17](OC(C)C)([O:22]C(C)C)[O:18]C(C)C. (6) The reactants are: [F:1][C:2]1[CH:7]=[CH:6][C:5]([C:8]2[CH:9]=[C:10]3[C:16]([C:17]4[CH:18]=[N:19][N:20]([CH2:22][CH2:23][C:24]5[CH:29]=[CH:28][CH:27]=[CH:26][CH:25]=5)[CH:21]=4)=[CH:15][N:14](S(C4C=CC(C)=CC=4)(=O)=O)[C:11]3=[N:12][CH:13]=2)=[CH:4][C:3]=1[NH:40][S:41]([CH3:44])(=[O:43])=[O:42].[OH-].[Li+]. Given the product [F:1][C:2]1[CH:7]=[CH:6][C:5]([C:8]2[CH:9]=[C:10]3[C:16]([C:17]4[CH:18]=[N:19][N:20]([CH2:22][CH2:23][C:24]5[CH:29]=[CH:28][CH:27]=[CH:26][CH:25]=5)[CH:21]=4)=[CH:15][NH:14][C:11]3=[N:12][CH:13]=2)=[CH:4][C:3]=1[NH:40][S:41]([CH3:44])(=[O:42])=[O:43], predict the reactants needed to synthesize it.